From a dataset of Reaction yield outcomes from USPTO patents with 853,638 reactions. Predict the reaction yield, written as a fraction of the theoretical maximum amount of product (1.0 means a 100% yield; for example, 0.34 means a 34% yield). (1) The catalyst is ClCCl. The yield is 0.836. The product is [CH2:1]([N:8]1[CH2:9][C:31]([C:28]2([NH:27][C:25]([O:24][C:20]([CH3:23])([CH3:22])[CH3:21])=[O:26])[CH2:30][CH2:29]2)=[C:32]([C:33]([O:35][CH2:36][CH3:37])=[O:34])[CH2:15]1)[C:2]1[CH:3]=[CH:4][CH:5]=[CH:6][CH:7]=1. The reactants are [CH2:1]([N:8]([CH2:15][Si](C)(C)C)[CH2:9]OCCCC)[C:2]1[CH:7]=[CH:6][CH:5]=[CH:4][CH:3]=1.[C:20]([O:24][C:25]([NH:27][C:28]1([C:31]#[C:32][C:33]([O:35][CH2:36][CH3:37])=[O:34])[CH2:30][CH2:29]1)=[O:26])([CH3:23])([CH3:22])[CH3:21].FC(F)(F)C(O)=O.C(=O)(O)[O-].[Na+]. (2) The reactants are [CH3:1][O:2][C:3]1[CH:8]=[C:7]([NH:9][C:10]2[CH:15]=[CH:14][C:13]([N:16]3[CH2:19][CH:18]([O:20][CH2:21][CH2:22][O:23]C4CCCCO4)[CH2:17]3)=[CH:12][CH:11]=2)[C:6]([N+:30]([O-:32])=[O:31])=[CH:5][N:4]=1.Cl.C(O)(C)C.C(=O)([O-])O.[Na+]. The catalyst is CO. The product is [CH3:1][O:2][C:3]1[CH:8]=[C:7]([NH:9][C:10]2[CH:11]=[CH:12][C:13]([N:16]3[CH2:19][CH:18]([O:20][CH2:21][CH2:22][OH:23])[CH2:17]3)=[CH:14][CH:15]=2)[C:6]([N+:30]([O-:32])=[O:31])=[CH:5][N:4]=1. The yield is 0.710. (3) The reactants are ClCCl.Cl.[Cl:5][C:6]1[N:11]=[CH:10][C:9]([CH2:12][N:13]2[CH:18]=[CH:17][CH:16]=[CH:15][C:14]2=[NH:19])=[CH:8][CH:7]=1.C(N(CC)CC)C.[C:27](Cl)(=[O:29])[CH3:28]. The catalyst is O. The product is [Cl:5][C:6]1[N:11]=[CH:10][C:9]([CH2:12][N:13]2[CH:18]=[CH:17][CH:16]=[CH:15][C:14]2=[N:19][C:27](=[O:29])[CH3:28])=[CH:8][CH:7]=1. The yield is 0.170.